From a dataset of Peptide-MHC class I binding affinity with 185,985 pairs from IEDB/IMGT. Regression. Given a peptide amino acid sequence and an MHC pseudo amino acid sequence, predict their binding affinity value. This is MHC class I binding data. The peptide sequence is RELYYRLKF. The MHC is HLA-B15:09 with pseudo-sequence HLA-B15:09. The binding affinity (normalized) is 0.0847.